From a dataset of Reaction yield outcomes from USPTO patents with 853,638 reactions. Predict the reaction yield, written as a fraction of the theoretical maximum amount of product (1.0 means a 100% yield; for example, 0.34 means a 34% yield). (1) The reactants are [OH:1][C:2]1[CH:7]=[C:6]([CH3:8])[CH:5]=[CH:4][N:3]=1.Br[C:10]1[CH:14]=[CH:13][O:12][CH:11]=1.C(=O)([O-])[O-].[K+].[K+]. The catalyst is CN(C)C=O.[OH-].[NH4+].[Cu]I. The product is [O:12]1[CH:13]=[CH:14][C:10]([N:3]2[CH:4]=[CH:5][C:6]([CH3:8])=[CH:7][C:2]2=[O:1])=[CH:11]1. The yield is 0.620. (2) The reactants are Cl[C:2]([F:7])([F:6])C([O-])=O.[Na+].[OH-].[Na+].CN(C=O)C.[Br:16][C:17]1[CH:42]=[CH:41][C:20]([CH2:21][C:22]2[C:23](=[O:40])[N:24]([C:33]3[N:38]=[CH:37][C:36]([OH:39])=[CH:35][N:34]=3)[C:25]([CH3:32])=[N:26][C:27]=2[CH2:28][CH2:29][CH2:30][CH3:31])=[CH:19][CH:18]=1. The catalyst is CCCCCC.C(OCC)(=O)C.O. The product is [Br:16][C:17]1[CH:18]=[CH:19][C:20]([CH2:21][C:22]2[C:23](=[O:40])[N:24]([C:33]3[N:34]=[CH:35][C:36]([O:39][CH:2]([F:6])[F:7])=[CH:37][N:38]=3)[C:25]([CH3:32])=[N:26][C:27]=2[CH2:28][CH2:29][CH2:30][CH3:31])=[CH:41][CH:42]=1. The yield is 0.830. (3) The reactants are [CH2:1]([N:3]([CH2:38][CH3:39])[CH2:4][CH2:5][CH2:6][NH:7][C:8]1[N:9]=[C:10]([C:27]2[CH:28]=[C:29]([CH:33]=[C:34]([F:37])[C:35]=2[CH3:36])[C:30](O)=[O:31])[C:11]2[CH:17]=[CH:16][C:15](=[O:18])[N:14]([C:19]3[C:24]([F:25])=[CH:23][CH:22]=[CH:21][C:20]=3[F:26])[C:12]=2[N:13]=1)[CH3:2].CN(C(O[N:55]1N=[N:55][C:50]2[CH:51]=[CH:52][CH:52]=[CH:51][C:50]1=2)=[N+](C)C)C.F[P-](F)(F)(F)(F)F.C(N(CC)CC)C.C1(N)CC1. The catalyst is CN(C=O)C. The product is [CH:50]1([NH:55][C:30](=[O:31])[C:29]2[CH:33]=[C:34]([F:37])[C:35]([CH3:36])=[C:27]([C:10]3[C:11]4[CH:17]=[CH:16][C:15](=[O:18])[N:14]([C:19]5[C:24]([F:25])=[CH:23][CH:22]=[CH:21][C:20]=5[F:26])[C:12]=4[N:13]=[C:8]([NH:7][CH2:6][CH2:5][CH2:4][N:3]([CH2:38][CH3:39])[CH2:1][CH3:2])[N:9]=3)[CH:28]=2)[CH2:52][CH2:51]1. The yield is 0.600. (4) The yield is 0.410. The product is [F:27][C:7]1[CH:6]=[C:5]2[C:10](=[CH:9][CH:8]=1)[CH2:1][N:2]([CH2:11][CH2:12][CH2:13][CH2:14][O:15][C:16]1[N:25]=[C:24]3[C:19]([CH2:20][CH2:21][C:22](=[O:26])[NH:23]3)=[CH:18][CH:17]=1)[CH2:3][CH2:4]2. The reactants are [CH2:1]1[C:10]2[C:5](=[CH:6][CH:7]=[CH:8][CH:9]=2)[CH2:4][CH2:3][N:2]1[CH2:11][CH2:12][CH2:13][CH2:14][O:15][C:16]1[N:25]=[C:24]2[C:19]([CH2:20][CH2:21][C:22](=[O:26])[NH:23]2)=[CH:18][CH:17]=1.[F:27]C1C=C2C(=CC=1)CNCC2. No catalyst specified. (5) The product is [NH2:1][C@H:2]([C:10]([OH:12])=[O:11])[CH2:3][C:4]1[CH:9]=[CH:8][CH:7]=[CH:6][CH:5]=1. The yield is 0.350. The reactants are [NH:1](C(OC(C)(C)C)=O)[C@H:2]([C:10]([OH:12])=[O:11])[CH2:3][C:4]1[CH:9]=[CH:8][CH:7]=[CH:6][CH:5]=1. The catalyst is C(OCC)(=O)C. (6) The reactants are [NH2:1][C:2]1[C:3]([CH3:13])=[C:4]([CH:9]=[C:10]([Br:12])[CH:11]=1)[C:5]([O:7][CH3:8])=[O:6].[O:14]1[CH2:19][CH2:18][C:17](=O)[CH2:16][CH2:15]1.C(O[BH-](OC(=O)C)OC(=O)C)(=O)C.[Na+].C([O-])(O)=O.[Na+]. The catalyst is C(Cl)Cl.CC(O)=O. The product is [Br:12][C:10]1[CH:11]=[C:2]([NH:1][CH:17]2[CH2:18][CH2:19][O:14][CH2:15][CH2:16]2)[C:3]([CH3:13])=[C:4]([CH:9]=1)[C:5]([O:7][CH3:8])=[O:6]. The yield is 0.720. (7) The reactants are [NH:1]1[C:9]2[C:4](=[CH:5][CH:6]=[CH:7][CH:8]=2)[C:3]2([CH2:13][O:12][C:11]3[CH:14]=[C:15]4[C:19](=[CH:20][C:10]2=3)[CH2:18][CH2:17][O:16]4)[C:2]1=[O:21].[H-].[Na+].I[CH3:25]. The catalyst is CN(C)C=O. The product is [CH3:25][N:1]1[C:9]2[C:4](=[CH:5][CH:6]=[CH:7][CH:8]=2)[C:3]2([CH2:13][O:12][C:11]3[CH:14]=[C:15]4[C:19](=[CH:20][C:10]2=3)[CH2:18][CH2:17][O:16]4)[C:2]1=[O:21]. The yield is 0.880. (8) The reactants are [NH2:1][C:2]1[C:14]([C:15]([NH:17][C:18]2[CH:19]=[N:20][CH:21]=[CH:22][C:23]=2[CH:24]2[CH2:26][CH2:25]2)=[O:16])=[C:5]2[N:6]=[C:7]3[CH2:13][CH2:12][NH:11][CH2:10][C:8]3=[CH:9][N:4]2[N:3]=1.C([O-])([O-])=O.[K+].[K+].Br[CH2:34][CH2:35][O:36][CH3:37]. The catalyst is CN(C=O)C. The product is [NH2:1][C:2]1[C:14]([C:15]([NH:17][C:18]2[CH:19]=[N:20][CH:21]=[CH:22][C:23]=2[CH:24]2[CH2:25][CH2:26]2)=[O:16])=[C:5]2[N:6]=[C:7]3[CH2:13][CH2:12][N:11]([CH2:34][CH2:35][O:36][CH3:37])[CH2:10][C:8]3=[CH:9][N:4]2[N:3]=1. The yield is 0.300. (9) The yield is 1.00. No catalyst specified. The product is [N:1]1([C:6]2[CH:14]=[CH:13][C:9]([C:10]([Cl:17])=[O:11])=[CH:8][CH:7]=2)[CH:5]=[N:4][CH:3]=[N:2]1. The reactants are [N:1]1([C:6]2[CH:14]=[CH:13][C:9]([C:10](O)=[O:11])=[CH:8][CH:7]=2)[CH:5]=[N:4][CH:3]=[N:2]1.S(Cl)([Cl:17])=O.